From a dataset of HIV replication inhibition screening data with 41,000+ compounds from the AIDS Antiviral Screen. Binary Classification. Given a drug SMILES string, predict its activity (active/inactive) in a high-throughput screening assay against a specified biological target. (1) The compound is C=CC(=O)N1CC(=Cc2ccc(OC)cc2)C(=O)C(=Cc2ccc(OC)cc2)C1. The result is 0 (inactive). (2) The molecule is CSc1nc(O)c(C#N)c(-c2ccc(C)cc2)n1. The result is 0 (inactive).